From a dataset of NCI-60 drug combinations with 297,098 pairs across 59 cell lines. Regression. Given two drug SMILES strings and cell line genomic features, predict the synergy score measuring deviation from expected non-interaction effect. (1) Drug 1: CN1CCC(CC1)COC2=C(C=C3C(=C2)N=CN=C3NC4=C(C=C(C=C4)Br)F)OC. Drug 2: N.N.Cl[Pt+2]Cl. Cell line: MOLT-4. Synergy scores: CSS=5.17, Synergy_ZIP=-1.90, Synergy_Bliss=-1.59, Synergy_Loewe=-4.96, Synergy_HSA=-1.57. (2) Drug 1: CC1=C(C=C(C=C1)NC2=NC=CC(=N2)N(C)C3=CC4=NN(C(=C4C=C3)C)C)S(=O)(=O)N.Cl. Drug 2: C#CCC(CC1=CN=C2C(=N1)C(=NC(=N2)N)N)C3=CC=C(C=C3)C(=O)NC(CCC(=O)O)C(=O)O. Cell line: T-47D. Synergy scores: CSS=-0.697, Synergy_ZIP=-1.80, Synergy_Bliss=-1.79, Synergy_Loewe=-2.02, Synergy_HSA=-1.91. (3) Drug 1: CC1=C(N=C(N=C1N)C(CC(=O)N)NCC(C(=O)N)N)C(=O)NC(C(C2=CN=CN2)OC3C(C(C(C(O3)CO)O)O)OC4C(C(C(C(O4)CO)O)OC(=O)N)O)C(=O)NC(C)C(C(C)C(=O)NC(C(C)O)C(=O)NCCC5=NC(=CS5)C6=NC(=CS6)C(=O)NCCC[S+](C)C)O. Drug 2: CS(=O)(=O)OCCCCOS(=O)(=O)C. Cell line: RPMI-8226. Synergy scores: CSS=10.1, Synergy_ZIP=-1.54, Synergy_Bliss=-0.427, Synergy_Loewe=-0.856, Synergy_HSA=-2.37. (4) Drug 1: C1CCC(CC1)NC(=O)N(CCCl)N=O. Drug 2: C1=C(C(=O)NC(=O)N1)N(CCCl)CCCl. Cell line: MALME-3M. Synergy scores: CSS=24.2, Synergy_ZIP=-2.70, Synergy_Bliss=3.05, Synergy_Loewe=-0.400, Synergy_HSA=3.62. (5) Drug 1: C1=CC(=CC=C1CC(C(=O)O)N)N(CCCl)CCCl.Cl. Drug 2: C1=CN(C=N1)CC(O)(P(=O)(O)O)P(=O)(O)O. Cell line: HCT-15. Synergy scores: CSS=1.10, Synergy_ZIP=-0.0569, Synergy_Bliss=-6.73, Synergy_Loewe=-15.5, Synergy_HSA=-11.0. (6) Drug 1: CN1C2=C(C=C(C=C2)N(CCCl)CCCl)N=C1CCCC(=O)O.Cl. Drug 2: CC(C)CN1C=NC2=C1C3=CC=CC=C3N=C2N. Cell line: HT29. Synergy scores: CSS=4.92, Synergy_ZIP=-1.45, Synergy_Bliss=-3.02, Synergy_Loewe=-3.81, Synergy_HSA=-2.93.